Dataset: Forward reaction prediction with 1.9M reactions from USPTO patents (1976-2016). Task: Predict the product of the given reaction. Given the reactants [OH:1][NH:2][C:3](=O)[CH3:4].CC(C)([O-])C.[K+].[Cl:12][C:13]1[CH:14]=[C:15]([CH:27]=[CH:28][C:29]=1[Cl:30])[O:16][CH2:17][C:18]1[CH:25]=[CH:24]C(C#N)=[C:20](F)[CH:19]=1.C[N:32](C=O)C, predict the reaction product. The product is: [Cl:12][C:13]1[CH:14]=[C:15]([CH:27]=[CH:28][C:29]=1[Cl:30])[O:16][CH2:17][C:18]1[CH:19]=[CH:20][C:4]2[C:3]([NH2:32])=[N:2][O:1][C:24]=2[CH:25]=1.